The task is: Predict the reaction yield, written as a fraction of the theoretical maximum amount of product (1.0 means a 100% yield; for example, 0.34 means a 34% yield).. This data is from Reaction yield outcomes from USPTO patents with 853,638 reactions. (1) The reactants are [Br:1][C:2]1[CH:3]=[C:4]([CH2:8][CH2:9][CH2:10][OH:11])[CH:5]=[CH:6][CH:7]=1.[CH3:12][C:13](OC(C)=O)=[O:14].CCN(CC)CC. The catalyst is C(Cl)Cl.CN(C1C=CN=CC=1)C. The product is [C:13]([O:11][CH2:10][CH2:9][CH2:8][C:4]1[CH:5]=[CH:6][CH:7]=[C:2]([Br:1])[CH:3]=1)(=[O:14])[CH3:12]. The yield is 0.980. (2) The reactants are [F:1][CH:2]([F:25])[O:3][C:4]1[CH:9]=[CH:8][C:7]([C:10](=[O:23])[C:11]([C:13]2[CH:18]=[CH:17][CH:16]=[C:15]([C:19]#[C:20][CH2:21]O)[CH:14]=2)=[O:12])=[CH:6][C:5]=1[CH3:24].CCN(S(F)(F)[F:32])CC.C([O-])(O)=O.[Na+]. The catalyst is C(Cl)Cl. The product is [F:1][CH:2]([F:25])[O:3][C:4]1[CH:9]=[CH:8][C:7]([C:10](=[O:23])[C:11]([C:13]2[CH:18]=[CH:17][CH:16]=[C:15]([C:19]#[C:20][CH2:21][F:32])[CH:14]=2)=[O:12])=[CH:6][C:5]=1[CH3:24]. The yield is 0.600. (3) The reactants are [C:1]([O:5][C:6]([N:8]1[CH2:17][CH2:16][C:15]2[C:10](=[CH:11][CH:12]=[C:13]([C:18](O)=[O:19])[CH:14]=2)[CH2:9]1)=[O:7])([CH3:4])([CH3:3])[CH3:2].[CH3:21][O:22][C:23]([C:25]1[C:33]2[N:32]=[C:31]([NH2:34])[NH:30][C:29]=2[CH:28]=[CH:27][CH:26]=1)=[O:24].CN(C(ON1N=NC2C=CC=CC1=2)=[N+](C)C)C.F[P-](F)(F)(F)(F)F.CCN(C(C)C)C(C)C. The catalyst is CN(C=O)C. The product is [C:1]([O:5][C:6]([N:8]1[CH2:17][CH2:16][C:15]2[C:10](=[CH:11][CH:12]=[C:13]([C:18](=[O:19])[NH:34][C:31]3[NH:30][C:29]4[CH:28]=[CH:27][CH:26]=[C:25]([C:23]([O:22][CH3:21])=[O:24])[C:33]=4[N:32]=3)[CH:14]=2)[CH2:9]1)=[O:7])([CH3:4])([CH3:2])[CH3:3]. The yield is 0.900. (4) The reactants are [F:1][C:2]([F:22])([F:21])[C:3]1[O:7][C:6]([C:8]2[CH:13]=[CH:12][C:11]([C:14]([F:17])([F:16])[F:15])=[CH:10][CH:9]=2)=[N:5][C:4]=1[C:18](O)=[O:19].CCN=C=NCCCN(C)C.Cl.[NH2:35][C:36]1[CH:41]=[C:40]([Cl:42])[CH:39]=[CH:38][C:37]=1[C:43]1[NH:47][C:46](=[O:48])[O:45][N:44]=1. The catalyst is C(Cl)Cl.CN(C1C=CN=CC=1)C. The product is [Cl:42][C:40]1[CH:39]=[CH:38][C:37]([C:43]2[NH:47][C:46](=[O:48])[O:45][N:44]=2)=[C:36]([NH:35][C:18]([C:4]2[N:5]=[C:6]([C:8]3[CH:9]=[CH:10][C:11]([C:14]([F:16])([F:15])[F:17])=[CH:12][CH:13]=3)[O:7][C:3]=2[C:2]([F:1])([F:21])[F:22])=[O:19])[CH:41]=1. The yield is 0.450. (5) The reactants are [H-].[Na+].[NH2:3][C@@H:4]1[C:13]2[C:8](=[CH:9][CH:10]=[CH:11][CH:12]=2)[C@H:7]([OH:14])[CH2:6][CH2:5]1.F[C:16]1[CH:17]=[CH:18][C:19]2[N:20]([C:22]([C@@H:25]3[CH2:30][CH2:29][CH2:28][CH2:27][N:26]3[CH3:31])=[N:23][N:24]=2)[CH:21]=1. The catalyst is CN(C=O)C. The product is [CH3:31][N:26]1[CH2:27][CH2:28][CH2:29][CH2:30][C@H:25]1[C:22]1[N:20]2[CH:21]=[C:16]([O:14][C@H:7]3[C:8]4[C:13](=[CH:12][CH:11]=[CH:10][CH:9]=4)[C@@H:4]([NH2:3])[CH2:5][CH2:6]3)[CH:17]=[CH:18][C:19]2=[N:24][N:23]=1. The yield is 0.710. (6) The reactants are [C:1]([O:5][C:6]([N:8]1[CH2:13][CH2:12][CH:11]([C:14]2[CH:19]=[CH:18][C:17]([NH2:20])=[C:16]([C:21]3[CH2:22][CH2:23][S:24][CH2:25][CH:26]=3)[CH:15]=2)[CH2:10][CH2:9]1)=[O:7])([CH3:4])([CH3:3])[CH3:2].[K+].[C:28]([C:30]1[N:31]=[C:32]([C:43]([O-])=[O:44])[N:33]([CH2:35][O:36][CH2:37][CH2:38][Si:39]([CH3:42])([CH3:41])[CH3:40])[CH:34]=1)#[N:29].C1CN([P+](Br)(N2CCCC2)N2CCCC2)CC1.F[P-](F)(F)(F)(F)F.CCN(C(C)C)C(C)C. The catalyst is CN(C=O)C.CCOC(C)=O. The product is [C:1]([O:5][C:6]([N:8]1[CH2:9][CH2:10][CH:11]([C:14]2[CH:19]=[CH:18][C:17]([NH:20][C:43]([C:32]3[N:33]([CH2:35][O:36][CH2:37][CH2:38][Si:39]([CH3:42])([CH3:41])[CH3:40])[CH:34]=[C:30]([C:28]#[N:29])[N:31]=3)=[O:44])=[C:16]([C:21]3[CH2:26][CH2:25][S:24][CH2:23][CH:22]=3)[CH:15]=2)[CH2:12][CH2:13]1)=[O:7])([CH3:4])([CH3:2])[CH3:3]. The yield is 0.850.